Task: Predict the reaction yield, written as a fraction of the theoretical maximum amount of product (1.0 means a 100% yield; for example, 0.34 means a 34% yield).. Dataset: Reaction yield outcomes from USPTO patents with 853,638 reactions (1) The reactants are [C:1]([O:5][C:6](=[O:9])[NH:7][NH2:8])([CH3:4])([CH3:3])[CH3:2].CO[CH:12]1[CH2:16][CH2:15][CH:14](OC)O1.Cl.C(=O)(O)[O-].[Na+]. The catalyst is O1CCOCC1.C(OCC)C.CO. The product is [C:1]([O:5][C:6](=[O:9])[NH:7][N:8]1[CH:12]=[CH:16][CH:15]=[CH:14]1)([CH3:4])([CH3:3])[CH3:2]. The yield is 0.400. (2) The reactants are [N:1]1[CH:6]=[CH:5][CH:4]=[C:3]([O:7][CH:8]2[CH2:12][CH2:11][N:10](C(OC(C)(C)C)=O)[CH2:9]2)[CH:2]=1.[ClH:20]. The catalyst is ClCCl.O1CCOCC1. The product is [ClH:20].[NH:10]1[CH2:11][CH2:12][CH:8]([O:7][C:3]2[CH:2]=[N:1][CH:6]=[CH:5][CH:4]=2)[CH2:9]1. The yield is 0.580.